This data is from M1 muscarinic receptor antagonist screen with 61,756 compounds. The task is: Binary Classification. Given a drug SMILES string, predict its activity (active/inactive) in a high-throughput screening assay against a specified biological target. (1) The molecule is Clc1c(C(=O)N2CCN(CC2)c2ncccc2)cccc1. The result is 0 (inactive). (2) The drug is Clc1cc2c(=O)n3c(nc2cc1)c(C(=O)NCCN1CCN(CC1)c1ccccc1)ccc3. The result is 0 (inactive). (3) The molecule is O=C(N1CCc2c(C1)cccc2)COC(=O)c1ncc(nc1)C. The result is 0 (inactive). (4) The molecule is O=C(N1CCN(CC1)Cc1cc(OC)ccc1)CC(C)C. The result is 0 (inactive). (5) The compound is O=C1N(C(=O)CC1N1CCN(CC1)C\C=C\c1ccccc1)c1ccc(cc1)C(OCC)=O. The result is 1 (active). (6) The drug is Clc1c(C(=O)Nn2c(=O)c3c(nc2)cccc3)cccc1. The result is 0 (inactive). (7) The drug is s1c2c(nc1SCC(O)=O)ccc(NC(=O)C)c2. The result is 0 (inactive). (8) The compound is S(=O)(=O)(N1CCC(CC1)C(=O)Nc1nc(ccc1)C)c1c2nsnc2ccc1. The result is 0 (inactive). (9) The compound is O=C1N(C2CCCC2)CC(C1)C(=O)NCCN1CCc2c(C1)cccc2. The result is 0 (inactive).